The task is: Predict the reactants needed to synthesize the given product.. This data is from Full USPTO retrosynthesis dataset with 1.9M reactions from patents (1976-2016). (1) The reactants are: [OH:1][CH2:2][C:3]1[CH:8]=[C:7]([N:9]2[CH2:14][CH2:13][O:12][CH2:11][C@@H:10]2[CH3:15])[N:6]=[C:5]([C:16]2[CH:21]=[CH:20][C:19]([NH:22][C:23]([NH:25][C:26]3[CH:30]=[CH:29][O:28][N:27]=3)=[O:24])=[CH:18][CH:17]=2)[N:4]=1.C(N(CC)CC)C.[CH3:38][S:39](Cl)(=[O:41])=[O:40]. Given the product [CH3:15][C@H:10]1[CH2:11][O:12][CH2:13][CH2:14][N:9]1[C:7]1[CH:8]=[C:3]([CH2:2][O:1][S:39]([CH3:38])(=[O:41])=[O:40])[N:4]=[C:5]([C:16]2[CH:17]=[CH:18][C:19]([NH:22][C:23]([NH:25][C:26]3[CH:30]=[CH:29][O:28][N:27]=3)=[O:24])=[CH:20][CH:21]=2)[N:6]=1, predict the reactants needed to synthesize it. (2) Given the product [CH2:1]([O:3][C:4](=[O:12])[C:5]1[CH:10]=[CH:9][CH:8]=[C:7]([O:11][CH2:21][CH:20]=[CH2:19])[CH:6]=1)[CH3:2], predict the reactants needed to synthesize it. The reactants are: [CH2:1]([O:3][C:4](=[O:12])[C:5]1[CH:10]=[CH:9][CH:8]=[C:7]([OH:11])[CH:6]=1)[CH3:2].C(=O)([O-])[O-].[K+].[K+].[CH2:19](Br)[CH:20]=[CH2:21]. (3) Given the product [Cl:1][C:2]1[O:3][CH:4]=[C:5]([C:7]([NH:17][C:16]2[CH:18]=[CH:19][C:13]([Cl:12])=[CH:14][CH:15]=2)=[O:9])[N:6]=1, predict the reactants needed to synthesize it. The reactants are: [Cl:1][C:2]1[O:3][CH:4]=[C:5]([C:7]([O:9]CC)=O)[N:6]=1.[Cl:12][C:13]1[CH:19]=[CH:18][C:16]([NH2:17])=[CH:15][CH:14]=1.N. (4) Given the product [F:27][C:8]1[CH:9]=[C:10]([CH3:26])[C:11]([C:13]2[C:24]([CH3:25])=[N:23][C:16]3[N:17]=[C:18]([NH:21][CH3:22])[N:19]=[CH:20][C:15]=3[CH:14]=2)=[CH:12][C:7]=1[NH:6][C:5]([NH:37][CH2:36][CH2:35][C:32]1([C:31]([F:39])([F:38])[F:30])[CH2:34][CH2:33]1)=[O:4], predict the reactants needed to synthesize it. The reactants are: C=C([O:4][C:5](=O)[NH:6][C:7]1[CH:12]=[C:11]([C:13]2[C:24]([CH3:25])=[N:23][C:16]3[N:17]=[C:18]([NH:21][CH3:22])[N:19]=[CH:20][C:15]=3[CH:14]=2)[C:10]([CH3:26])=[CH:9][C:8]=1[F:27])C.Cl.[F:30][C:31]([F:39])([F:38])[C:32]1([CH2:35][CH2:36][NH2:37])[CH2:34][CH2:33]1.CN1CCCC1. (5) The reactants are: [O:1]=[C:2]1[CH2:7][CH2:6][N:5]([C:8]([O:10][C:11]([CH3:14])([CH3:13])[CH3:12])=[O:9])[CH2:4][CH2:3]1.[CH2:15]([Mg]Br)[C:16]1[CH:21]=[CH:20][CH:19]=[CH:18][CH:17]=1. Given the product [CH2:15]([C:2]1([OH:1])[CH2:3][CH2:4][N:5]([C:8]([O:10][C:11]([CH3:14])([CH3:13])[CH3:12])=[O:9])[CH2:6][CH2:7]1)[C:16]1[CH:21]=[CH:20][CH:19]=[CH:18][CH:17]=1, predict the reactants needed to synthesize it. (6) Given the product [CH2:26]([N:14]([CH:11]1[CH2:12][CH2:13][NH:8][CH2:9][CH2:10]1)[S:15]([C:18]1[CH:19]=[CH:20][C:21]([O:24][CH3:25])=[CH:22][CH:23]=1)(=[O:16])=[O:17])[CH3:27], predict the reactants needed to synthesize it. The reactants are: C(OC([N:8]1[CH2:13][CH2:12][CH:11]([N:14]([CH2:26][CH3:27])[S:15]([C:18]2[CH:23]=[CH:22][C:21]([O:24][CH3:25])=[CH:20][CH:19]=2)(=[O:17])=[O:16])[CH2:10][CH2:9]1)=O)(C)(C)C.C(O)(C(F)(F)F)=O. (7) Given the product [CH3:15][C:13]1[NH:27][C:11](=[O:18])[O:10][C:8](=[O:9])[C:7]=1[C:1]1[CH:6]=[CH:5][CH:4]=[CH:3][CH:2]=1, predict the reactants needed to synthesize it. The reactants are: [C:1]1([CH:7]([C:13]([CH3:15])=O)[C:8]([O:10][CH2:11]C)=[O:9])[CH:6]=[CH:5][CH:4]=[CH:3][CH:2]=1.NC(OCC)=[O:18].P(Cl)(Cl)(Cl)=O.[NH3:27]. (8) Given the product [C:1]([O:5][C:6]([N:8]1[CH2:13][CH2:12][N:11]([C:14]2[S:15][C:16]([S:26][C:21]3[CH:22]=[CH:23][CH:24]=[CH:25][N:20]=3)=[CH:17][N:18]=2)[CH2:10][CH2:9]1)=[O:7])([CH3:4])([CH3:3])[CH3:2], predict the reactants needed to synthesize it. The reactants are: [C:1]([O:5][C:6]([N:8]1[CH2:13][CH2:12][N:11]([C:14]2[S:15][C:16](Br)=[CH:17][N:18]=2)[CH2:10][CH2:9]1)=[O:7])([CH3:4])([CH3:3])[CH3:2].[N:20]1[CH:25]=[CH:24][CH:23]=[CH:22][C:21]=1[S:26][S:26][C:21]1[CH:22]=[CH:23][CH:24]=[CH:25][N:20]=1. (9) Given the product [C:19]([O:18][CH:12]([C:3]1[C:2]([C:40]2[CH:49]=[CH:48][C:47]3[O:46][CH2:45][CH2:44][CH2:43][C:42]=3[CH:41]=2)=[CH:11][C:6]2[O:7][CH2:8][CH2:9][O:10][C:5]=2[CH:4]=1)[C:13]([O:15][CH2:16][CH3:17])=[O:14])([CH3:22])([CH3:21])[CH3:20], predict the reactants needed to synthesize it. The reactants are: Br[C:2]1[C:3]([CH:12]([O:18][C:19]([CH3:22])([CH3:21])[CH3:20])[C:13]([O:15][CH2:16][CH3:17])=[O:14])=[CH:4][C:5]2[O:10][CH2:9][CH2:8][O:7][C:6]=2[CH:11]=1.C(O)C.C(=O)([O-])[O-].[Na+].[Na+].CC1(C)C(C)(C)OB([C:40]2[CH:41]=[C:42]3[C:47](=[CH:48][CH:49]=2)[O:46][CH2:45][CH2:44][CH2:43]3)O1.